Dataset: Peptide-MHC class I binding affinity with 185,985 pairs from IEDB/IMGT. Task: Regression. Given a peptide amino acid sequence and an MHC pseudo amino acid sequence, predict their binding affinity value. This is MHC class I binding data. (1) The peptide sequence is RFKTKGRYNL. The MHC is HLA-A23:01 with pseudo-sequence HLA-A23:01. The binding affinity (normalized) is 0.587. (2) The peptide sequence is KTINALVYF. The MHC is HLA-A32:01 with pseudo-sequence HLA-A32:01. The binding affinity (normalized) is 0.800.